This data is from Forward reaction prediction with 1.9M reactions from USPTO patents (1976-2016). The task is: Predict the product of the given reaction. (1) The product is: [Cl:39][C:34]1[C:33]([CH2:40][C:41]2[CH:46]=[CH:45][C:44]([O:47][CH2:48][CH3:49])=[CH:43][CH:42]=2)=[CH:32][C:31]([C@H:12]2[C@H:13]([O:23][CH2:24][C:25]3[CH:30]=[CH:29][CH:28]=[CH:27][CH:26]=3)[C@@H:14]([O:15][CH2:16][C:17]3[CH:22]=[CH:21][CH:20]=[CH:19][CH:18]=3)[C@H:9]([O:8][CH2:1][C:2]3[CH:3]=[CH:4][CH:5]=[CH:6][CH:7]=3)[C@@H:10]([CH2:50][O:51][CH2:52][C:53]3[CH:54]=[CH:55][CH:56]=[CH:57][CH:58]=3)[O:11]2)=[CH:36][C:35]=1[OH:37]. Given the reactants [CH2:1]([O:8][C@H:9]1[C@H:14]([O:15][CH2:16][C:17]2[CH:22]=[CH:21][CH:20]=[CH:19][CH:18]=2)[C@@H:13]([O:23][CH2:24][C:25]2[CH:30]=[CH:29][CH:28]=[CH:27][CH:26]=2)[C@H:12]([C:31]2[CH:36]=[C:35]([O:37]C)[C:34]([Cl:39])=[C:33]([CH2:40][C:41]3[CH:46]=[CH:45][C:44]([O:47][CH2:48][CH3:49])=[CH:43][CH:42]=3)[CH:32]=2)[O:11][C@@H:10]1[CH2:50][O:51][CH2:52][C:53]1[CH:58]=[CH:57][CH:56]=[CH:55][CH:54]=1)[C:2]1[CH:7]=[CH:6][CH:5]=[CH:4][CH:3]=1.Cl, predict the reaction product. (2) Given the reactants [CH3:1][O:2][C:3]1[CH:4]=[CH:5][C:6]2[N:11]=[CH:10][C:9](=[O:12])[N:8]([CH2:13][CH2:14][C@H:15]3[CH2:17][O:16]3)[C:7]=2[N:18]=1.[NH2:19][C@@H:20]1[CH2:24][N:23]([C:25]2[CH:26]=[CH:27][C:28]3[O:29][CH2:30][C:31](=[O:35])[NH:32][C:33]=3[N:34]=2)[C:22](=[O:36])[CH2:21]1, predict the reaction product. The product is: [OH:16][C@@H:15]([CH2:14][CH2:13][N:8]1[C:9](=[O:12])[CH:10]=[N:11][C:6]2[CH:5]=[CH:4][C:3]([O:2][CH3:1])=[N:18][C:7]1=2)[CH2:17][NH:19][C@@H:20]1[CH2:24][N:23]([C:25]2[CH:26]=[CH:27][C:28]3[O:29][CH2:30][C:31](=[O:35])[NH:32][C:33]=3[N:34]=2)[C:22](=[O:36])[CH2:21]1. (3) Given the reactants [NH2:1][CH2:2][CH2:3][CH2:4][CH2:5][C@H:6]([NH:17][C:18](=[O:33])[C:19]1[CH:24]=[CH:23][C:22]([C:25]([N:27]2[CH2:31][CH2:30][CH2:29][CH2:28]2)=[O:26])=[C:21]([CH3:32])[CH:20]=1)[C:7]1[NH:11][C:10]2[CH:12]=[CH:13][C:14]([Cl:16])=[CH:15][C:9]=2[N:8]=1.C(N(C(C)C)CC)(C)C.O=[C:44]1[CH2:48][CH2:47][NH:46][CH:45]1[C:49]([OH:51])=O.CS(C)=[O:54], predict the reaction product. The product is: [Cl:16][C:14]1[CH:13]=[CH:12][C:10]2[NH:11][C:7]([C@@H:6]([NH:17][C:18](=[O:33])[C:19]3[CH:24]=[CH:23][C:22]([C:25]([N:27]4[CH2:28][CH2:29][CH2:30][CH2:31]4)=[O:26])=[C:21]([CH3:32])[CH:20]=3)[CH2:5][CH2:4][CH2:3][CH2:2][NH:1][C:49]([CH:45]3[CH2:44][CH2:48][C:47](=[O:54])[NH:46]3)=[O:51])=[N:8][C:9]=2[CH:15]=1.